Dataset: Full USPTO retrosynthesis dataset with 1.9M reactions from patents (1976-2016). Task: Predict the reactants needed to synthesize the given product. (1) Given the product [CH3:16][O:17][C:18](=[O:21])[CH2:19][N:14]=[C:1]([C:8]1[CH:9]=[CH:10][CH:11]=[CH:12][CH:13]=1)[C:2]1[CH:7]=[CH:6][CH:5]=[CH:4][CH:3]=1, predict the reactants needed to synthesize it. The reactants are: [C:1](=[NH:14])([C:8]1[CH:13]=[CH:12][CH:11]=[CH:10][CH:9]=1)[C:2]1[CH:7]=[CH:6][CH:5]=[CH:4][CH:3]=1.Cl.[CH3:16][O:17][C:18](=[O:21])[CH2:19]N. (2) Given the product [CH3:13][N:12]([CH3:14])[C:8]1[C:9]2[C:4](=[CH:3][C:2]([CH:15]=[CH2:16])=[CH:11][CH:10]=2)[CH:5]=[N:6][N:7]=1, predict the reactants needed to synthesize it. The reactants are: Br[C:2]1[CH:3]=[C:4]2[C:9](=[CH:10][CH:11]=1)[C:8]([N:12]([CH3:14])[CH3:13])=[N:7][N:6]=[CH:5]2.[CH2:15]([Sn](CCCC)(CCCC)C=C)[CH2:16]CC. (3) Given the product [N:1]1([CH2:7][CH2:8][NH:9][C:44]([C:11]2[CH:12]=[C:13]3[C:22](=[C:23]4[C:28]=2[CH:27]=[CH:26][CH:25]=[N:24]4)[NH:21][S:20](=[O:30])(=[O:29])[C:19]2[C:14]3=[CH:15][CH:16]=[CH:17][CH:18]=2)=[O:45])[CH2:6][CH2:5][CH2:4][CH2:3][CH2:2]1, predict the reactants needed to synthesize it. The reactants are: [N:1]1([CH2:7][CH2:8][NH2:9])[CH2:6][CH2:5][CH2:4][CH2:3][CH2:2]1.Br[C:11]1[CH:12]=[C:13]2[C:22](=[C:23]3[C:28]=1[CH:27]=[CH:26][CH:25]=[N:24]3)[NH:21][S:20](=[O:30])(=[O:29])[C:19]1[C:14]2=[CH:15][CH:16]=[CH:17][CH:18]=1.C1CCN2C(=NCCC2)CC1.C1C[O:45][CH2:44]C1. (4) Given the product [C:1]([O:5][C:6](=[O:49])[N:7]([CH:8]([CH3:19])[CH2:9][C:10]1[CH:15]=[CH:14][CH:13]=[C:12]([NH2:16])[CH:11]=1)[CH2:20][C@@H:21]([C:30]1[CH:39]=[CH:38][C:37]([O:40][CH2:41][C:42]2[CH:43]=[CH:44][CH:45]=[CH:46][CH:47]=2)=[C:36]2[C:31]=1[CH:32]=[CH:33][C:34](=[O:48])[NH:35]2)[O:22][Si:23]([C:26]([CH3:29])([CH3:28])[CH3:27])([CH3:24])[CH3:25])([CH3:2])([CH3:3])[CH3:4], predict the reactants needed to synthesize it. The reactants are: [C:1]([O:5][C:6](=[O:49])[N:7]([CH2:20][C@@H:21]([C:30]1[CH:39]=[CH:38][C:37]([O:40][CH2:41][C:42]2[CH:47]=[CH:46][CH:45]=[CH:44][CH:43]=2)=[C:36]2[C:31]=1[CH:32]=[CH:33][C:34](=[O:48])[NH:35]2)[O:22][Si:23]([C:26]([CH3:29])([CH3:28])[CH3:27])([CH3:25])[CH3:24])[CH:8]([CH3:19])[CH2:9][C:10]1[CH:15]=[CH:14][CH:13]=[C:12]([N+:16]([O-])=O)[CH:11]=1)([CH3:4])([CH3:3])[CH3:2].C(OC(=O)N(CCC1C=CC=C(N)C=1)C[C@@H](C1C=CC(OCC2C=CC=CC=2)=C2C=1C=CC(=O)N2)O[Si](C(C)(C)C)(C)C)(C)(C)C. (5) The reactants are: Br[C:2]1[CH:3]=[N:4][N:5]([CH:7]2[CH2:12][CH2:11][CH2:10][CH2:9][O:8]2)[CH:6]=1.CC1(C)C(C)(C)OB([C:21]2[CH:22]=[C:23]([CH2:27][C:28]([O:30][CH2:31][CH3:32])=[O:29])[CH:24]=[CH:25][CH:26]=2)O1.C(=O)([O-])[O-].[Na+].[Na+].C(OCC)(=O)C. Given the product [O:8]1[CH2:9][CH2:10][CH2:11][CH2:12][CH:7]1[N:5]1[CH:6]=[C:2]([C:25]2[CH:24]=[C:23]([CH2:27][C:28]([O:30][CH2:31][CH3:32])=[O:29])[CH:22]=[CH:21][CH:26]=2)[CH:3]=[N:4]1, predict the reactants needed to synthesize it. (6) Given the product [CH3:1][O:2][C:3]1[CH:4]=[C:5]([CH:6]=[CH:7][C:8]=1[O:9][CH3:10])[O:11][CH2:16][CH2:15][OH:14], predict the reactants needed to synthesize it. The reactants are: [CH3:1][O:2][C:3]1[CH:4]=[C:5]([OH:11])[CH:6]=[CH:7][C:8]=1[O:9][CH3:10].[H-].[Na+].[O:14]1C=CC=[CH:16][CH:15]1OCCBr.O. (7) Given the product [F:42][C:41]([F:43])([F:44])[C:32]1[CH:33]=[C:34]([C:37]([F:40])([F:39])[F:38])[CH:35]=[CH:36][C:31]=1[N:30]1[C:18](=[O:19])[C:11]2[C@@H:12]3[C:15]([CH3:17])([CH3:16])[C@@:9]([CH3:8])([CH2:14][CH2:13]3)[C:10]=2[N:29]1[CH3:27], predict the reactants needed to synthesize it. The reactants are: C(N(CC)CC)C.[CH3:8][C@:9]12[C:15]([CH3:17])([CH3:16])[C@H:12]([CH2:13][CH2:14]1)[CH:11]([C:18](Cl)=[O:19])[C:10]2=O.C(O[C:27]([N:29](C)[NH:30][C:31]1[CH:36]=[CH:35][C:34]([C:37]([F:40])([F:39])[F:38])=[CH:33][C:32]=1[C:41]([F:44])([F:43])[F:42])=O)(C)(C)C.Cl.O1CCOCC1.